Dataset: Tyrosyl-DNA phosphodiesterase HTS with 341,365 compounds. Task: Binary Classification. Given a drug SMILES string, predict its activity (active/inactive) in a high-throughput screening assay against a specified biological target. (1) The molecule is O(c1cc(N2CCN(CC2)Cc2nc(nc(n2)N)Nc2c(OC)cccc2)ccc1)C. The result is 0 (inactive). (2) The drug is O1C(C(OC(=O)C)C=CC1C\C=N/OC(CN1CCCc2nc(c(cc12)C)C)C)COC(=O)C. The result is 0 (inactive). (3) The result is 0 (inactive). The compound is s1c2c(=O)n(CC3CCC(CC3)C(=O)NC)c(=O)n(c2cc1)CC(=O)NCc1ccc(OC)cc1. (4) The drug is O1CCN(c2nc(NCc3ccccc3)c3c(CCN(C3)CC)c2C#N)CC1. The result is 0 (inactive). (5) The compound is Brc1oc(C(=O)Nc2ccc(S(=O)(=O)N(C)C)cc2)cc1. The result is 0 (inactive).